Dataset: Reaction yield outcomes from USPTO patents with 853,638 reactions. Task: Predict the reaction yield, written as a fraction of the theoretical maximum amount of product (1.0 means a 100% yield; for example, 0.34 means a 34% yield). (1) The catalyst is C(OCC)(=O)C. The reactants are [H-].[Na+].CS(C)=O.[I-].[CH3:8][S+](C)C.[Cl:12][C:13]1[CH:18]=[CH:17][C:16]([C:19]([C:21]2[CH:26]=[CH:25][C:24]([I:27])=[CH:23][CH:22]=2)=[O:20])=[CH:15][CH:14]=1. The yield is 0.970. The product is [Cl:12][C:13]1[CH:18]=[CH:17][C:16]([C:19]2([C:21]3[CH:26]=[CH:25][C:24]([I:27])=[CH:23][CH:22]=3)[CH2:8][O:20]2)=[CH:15][CH:14]=1. (2) The reactants are CCN(C(C)C)C(C)C.OC(C(F)(F)F)=O.[NH2:17][CH2:18][C:19]([N:21]1[CH2:26][CH2:25][N:24]([C:27](=[O:38])[C:28]2[CH:33]=[CH:32][CH:31]=[CH:30][C:29]=2[C:34]([F:37])([F:36])[F:35])[CH2:23][CH2:22]1)=[O:20].C1C=CC2N(O)N=NC=2C=1.CCN=C=NCCCN(C)C.Cl.[C:61]1([C:67]2[CH:68]=[C:69]([C:72](O)=[O:73])[S:70][CH:71]=2)[CH:66]=[CH:65][CH:64]=[CH:63][CH:62]=1. The catalyst is CN(C=O)C.O. The product is [O:20]=[C:19]([N:21]1[CH2:22][CH2:23][N:24]([C:27](=[O:38])[C:28]2[CH:33]=[CH:32][CH:31]=[CH:30][C:29]=2[C:34]([F:37])([F:35])[F:36])[CH2:25][CH2:26]1)[CH2:18][NH:17][C:72]([C:69]1[S:70][CH:71]=[C:67]([C:61]2[CH:62]=[CH:63][CH:64]=[CH:65][CH:66]=2)[CH:68]=1)=[O:73]. The yield is 0.357. (3) The reactants are [H-].[Na+].[Cl:3][C:4]1[N:9]=[C:8]([CH3:10])[N:7]=[C:6]([NH:11][CH2:12][C:13]2[CH:18]=[CH:17][C:16]([O:19][CH3:20])=[CH:15][CH:14]=2)[CH:5]=1.Cl[CH2:22][C:23]1[CH:28]=[CH:27][C:26]([O:29][CH3:30])=[CH:25][CH:24]=1.O. The catalyst is CN(C=O)C. The product is [Cl:3][C:4]1[N:9]=[C:8]([CH3:10])[N:7]=[C:6]([N:11]([CH2:22][C:23]2[CH:28]=[CH:27][C:26]([O:29][CH3:30])=[CH:25][CH:24]=2)[CH2:12][C:13]2[CH:18]=[CH:17][C:16]([O:19][CH3:20])=[CH:15][CH:14]=2)[CH:5]=1. The yield is 0.990. (4) The reactants are [CH3:1][N:2]([CH3:34])[CH:3]1[CH2:6][N:5]([C:7]2[C:12]([N+:13]([O-])=O)=[CH:11][C:10]([NH:16][C:17]3[N:22]=[C:21]([C:23]4[CH:24]=[N:25][N:26]5[CH:31]=[CH:30][CH:29]=[CH:28][C:27]=45)[CH:20]=[CH:19][N:18]=3)=[C:9]([O:32][CH3:33])[CH:8]=2)[CH2:4]1.[NH4+].[Cl-].C(O)C. The catalyst is [Fe].O. The product is [CH3:34][N:2]([CH3:1])[CH:3]1[CH2:4][N:5]([C:7]2[CH:8]=[C:9]([O:32][CH3:33])[C:10]([NH:16][C:17]3[N:22]=[C:21]([C:23]4[CH:24]=[N:25][N:26]5[CH:31]=[CH:30][CH:29]=[CH:28][C:27]=45)[CH:20]=[CH:19][N:18]=3)=[CH:11][C:12]=2[NH2:13])[CH2:6]1. The yield is 0.750. (5) The reactants are C[O:2][C:3]([C:5]1[C:10]([O:11][CH2:12][C:13]2[CH:18]=[CH:17][C:16]([O:19][CH3:20])=[CH:15][CH:14]=2)=[C:9]([O:21][CH2:22][C:23]2[CH:28]=[CH:27][C:26]([O:29][CH3:30])=[CH:25][CH:24]=2)[N:8]=[C:7]([C:31]2[CH:36]=[CH:35][C:34]([CH3:37])=[CH:33][CH:32]=2)[N:6]=1)=[O:4].FC(F)(F)C(O)=O.C([SiH](CC)CC)C. The catalyst is C(Cl)Cl. The product is [CH3:20][O:19][C:16]1[CH:15]=[CH:14][C:13]([CH2:12][O:11][C:10]2[C:5]([C:3]([OH:4])=[O:2])=[N:6][C:7]([C:31]3[CH:36]=[CH:35][C:34]([CH3:37])=[CH:33][CH:32]=3)=[N:8][C:9]=2[O:21][CH2:22][C:23]2[CH:28]=[CH:27][C:26]([O:29][CH3:30])=[CH:25][CH:24]=2)=[CH:18][CH:17]=1. The yield is 0.940. (6) The reactants are [CH2:1]([CH:8]([C:17](=[O:36])/[CH:18]=[CH:19]/[C:20]1[CH:25]=[CH:24][C:23]([O:26][Si](C(C)(C)C)(C)C)=[C:22]([O:34][CH3:35])[CH:21]=1)[C:9]([C:11]1[CH:16]=[CH:15][CH:14]=[CH:13][CH:12]=1)=[O:10])[C:2]1[CH:7]=[CH:6][CH:5]=[CH:4][CH:3]=1.CCCC[N+](CCCC)(CCCC)CCCC.[F-]. The catalyst is C1COCC1. The product is [CH2:1]([CH:8]([C:17](=[O:36])/[CH:18]=[CH:19]/[C:20]1[CH:25]=[CH:24][C:23]([OH:26])=[C:22]([O:34][CH3:35])[CH:21]=1)[C:9]([C:11]1[CH:16]=[CH:15][CH:14]=[CH:13][CH:12]=1)=[O:10])[C:2]1[CH:7]=[CH:6][CH:5]=[CH:4][CH:3]=1. The yield is 0.850.